This data is from Forward reaction prediction with 1.9M reactions from USPTO patents (1976-2016). The task is: Predict the product of the given reaction. (1) Given the reactants C(OC([NH:8][C@@H:9]([CH2:23][C:24]1[CH:29]=[CH:28][C:27]([O:30][CH2:31][CH2:32][O:33]C2CCCCO2)=[CH:26][CH:25]=1)[C:10]([N:12]1[CH2:17][CH2:16][CH:15]([C:18]([O:20][CH2:21][CH3:22])=[O:19])[CH2:14][CH2:13]1)=[O:11])=O)(C)(C)C.Cl.[N-:41]=[N+:42]=[N-].[Na+].FC(F)(F)S(OS(C(F)(F)F)(=O)=O)(=O)=O.C([O-])(O)=O.[Na+], predict the reaction product. The product is: [N:8]([C@@H:9]([CH2:23][C:24]1[CH:29]=[CH:28][C:27]([O:30][CH2:31][CH2:32][OH:33])=[CH:26][CH:25]=1)[C:10]([N:12]1[CH2:17][CH2:16][CH:15]([C:18]([O:20][CH2:21][CH3:22])=[O:19])[CH2:14][CH2:13]1)=[O:11])=[N+:41]=[N-:42]. (2) Given the reactants Cl[C:2]1[C:7]([CH:8]([CH2:13][CH2:14][CH3:15])[C:9]([O:11][CH3:12])=[O:10])=[C:6]([CH3:16])[N:5]=[C:4]([C:17]2[CH:22]=[CH:21][CH:20]=[CH:19][CH:18]=2)[N:3]=1.C(N(CC)C(C)C)(C)C.[NH:32]1[C:40]2[C:35](=[CH:36][C:37](B(O)O)=[CH:38][CH:39]=2)[CH:34]=[CH:33]1, predict the reaction product. The product is: [NH:32]1[C:40]2[C:35](=[CH:36][C:37]([C:2]3[C:7]([CH:8]([CH2:13][CH2:14][CH3:15])[C:9]([O:11][CH3:12])=[O:10])=[C:6]([CH3:16])[N:5]=[C:4]([C:17]4[CH:22]=[CH:21][CH:20]=[CH:19][CH:18]=4)[N:3]=3)=[CH:38][CH:39]=2)[CH:34]=[CH:33]1. (3) Given the reactants [CH:1]([C:3]1[CH:4]=[C:5]([CH:8]=[CH:9][C:10]=1[CH:11]1[C:16]2[C:17](=[O:20])[CH2:18][CH2:19][C:15]=2[N:14]([C:21]2[CH:26]=[CH:25][CH:24]=[C:23]([C:27]([F:30])([F:29])[F:28])[CH:22]=2)[C:13](=[O:31])[N:12]1[CH3:32])[C:6]#[N:7])=[O:2].C1(C)C=CC(S([CH2:42][N+:43]#[C-:44])(=O)=O)=CC=1.C(=O)([O-])[O-].[K+].[K+], predict the reaction product. The product is: [CH3:32][N:12]1[CH:11]([C:10]2[CH:9]=[CH:8][C:5]([C:6]#[N:7])=[CH:4][C:3]=2[C:1]2[O:2][CH:44]=[N:43][CH:42]=2)[C:16]2[C:17](=[O:20])[CH2:18][CH2:19][C:15]=2[N:14]([C:21]2[CH:26]=[CH:25][CH:24]=[C:23]([C:27]([F:30])([F:29])[F:28])[CH:22]=2)[C:13]1=[O:31]. (4) Given the reactants [Cl:1][C:2]1[CH:7]=[C:6]([Cl:8])[CH:5]=[CH:4][C:3]=1[C:9]1[C:17]2[O:16][CH:15]([CH2:18][NH2:19])[CH2:14][C:13]=2[CH:12]=[CH:11][CH:10]=1.C(N(C(C)C)CC)(C)C.Cl[C:30]([O:32][CH2:33][C:34]1[CH:39]=[CH:38][CH:37]=[CH:36][CH:35]=1)=[O:31].C(OC(=O)NCC1CC2C=CC=C(C3CCCC3)C=2O1)C1C=CC=CC=1, predict the reaction product. The product is: [Cl:1][C:2]1[CH:7]=[C:6]([Cl:8])[CH:5]=[CH:4][C:3]=1[C:9]1[C:17]2[O:16][CH:15]([CH2:18][NH:19][C:30](=[O:31])[O:32][CH2:33][C:34]3[CH:39]=[CH:38][CH:37]=[CH:36][CH:35]=3)[CH2:14][C:13]=2[CH:12]=[CH:11][CH:10]=1. (5) Given the reactants Br[C:2]1[CH:10]=[CH:9][CH:8]=[C:7]2[C:3]=1[CH:4]=[CH:5][N:6]2[S:11]([C:14]1[CH:19]=[CH:18][CH:17]=[CH:16][CH:15]=1)(=[O:13])=[O:12].[CH2:20]([N:22]1[CH2:27][CH2:26][NH:25][CH2:24][CH2:23]1)[CH3:21], predict the reaction product. The product is: [CH2:20]([N:22]1[CH2:27][CH2:26][N:25]([C:2]2[CH:10]=[CH:9][CH:8]=[C:7]3[C:3]=2[CH:4]=[CH:5][N:6]3[S:11]([C:14]2[CH:19]=[CH:18][CH:17]=[CH:16][CH:15]=2)(=[O:13])=[O:12])[CH2:24][CH2:23]1)[CH3:21]. (6) Given the reactants [Cl:1][C:2]1[C:7]([C:8]([F:11])([F:10])[F:9])=[CH:6][N:5]=[C:4]2[NH:12][CH:13]=[C:14]([NH:15][C:16](=[O:20])[CH2:17][O:18][CH3:19])[C:3]=12.[NH:21]1[CH2:26][CH2:25][CH2:24][C@@H:23]([NH:27]C(=O)OC(C)(C)C)[CH2:22]1.CCN(C(C)C)C(C)C.C(O)(C(F)(F)F)=O, predict the reaction product. The product is: [ClH:1].[NH2:27][C@@H:23]1[CH2:24][CH2:25][CH2:26][N:21]([C:2]2[C:7]([C:8]([F:11])([F:10])[F:9])=[CH:6][N:5]=[C:4]3[NH:12][CH:13]=[C:14]([NH:15][C:16](=[O:20])[CH2:17][O:18][CH3:19])[C:3]=23)[CH2:22]1. (7) Given the reactants [CH3:1][O:2][C:3]1[CH:4]=[C:5]([CH:7]=[CH:8][CH:9]=1)[NH2:6].[CH2:10]([O:12][C:13](=[O:24])[C:14](=[CH:20]OCC)[C:15](OCC)=[O:16])[CH3:11].C1C=CC(C2C=CC=CC=2)=CC=1.C1C=CC(OC2C=CC=CC=2)=CC=1, predict the reaction product. The product is: [CH3:1][O:2][C:3]1[CH:4]=[C:5]2[C:7]([C:15](=[O:16])[C:14]([C:13]([O:12][CH2:10][CH3:11])=[O:24])=[CH:20][NH:6]2)=[CH:8][CH:9]=1. (8) Given the reactants [NH2:1][C:2]1[CH:3]=[C:4]([CH:8]=[C:9]([Br:11])[CH:10]=1)[C:5]([OH:7])=[O:6].C(N(CC)CC)C.[C:19]([O:23][C:24](O[C:24]([O:23][C:19]([CH3:22])([CH3:21])[CH3:20])=[O:25])=[O:25])([CH3:22])([CH3:21])[CH3:20], predict the reaction product. The product is: [Br:11][C:9]1[CH:8]=[C:4]([CH:3]=[C:2]([NH:1][C:24]([O:23][C:19]([CH3:22])([CH3:21])[CH3:20])=[O:25])[CH:10]=1)[C:5]([OH:7])=[O:6].